This data is from Reaction yield outcomes from USPTO patents with 853,638 reactions. The task is: Predict the reaction yield, written as a fraction of the theoretical maximum amount of product (1.0 means a 100% yield; for example, 0.34 means a 34% yield). (1) The reactants are C(OC([N:8]1[CH2:13][CH2:12][N:11]2[C:14](=[O:23])[N:15]([CH2:18][C:19]([F:22])([F:21])[F:20])[C:16](=[O:17])[C:10]2([CH2:24][C:25]2[CH:30]=[CH:29][CH:28]=[CH:27][N:26]=2)[CH2:9]1)=O)(C)(C)C.CS(O)(=O)=O.C(N(CC)CC)C. The catalyst is C(Cl)Cl. The product is [N:26]1[CH:27]=[CH:28][CH:29]=[CH:30][C:25]=1[CH2:24][C:10]12[C:16](=[O:17])[N:15]([CH2:18][C:19]([F:21])([F:22])[F:20])[C:14](=[O:23])[N:11]1[CH2:12][CH2:13][NH:8][CH2:9]2. The yield is 0.970. (2) The reactants are [Cl:1][C:2]1[C:3]2[CH:13]=[CH:12][C:11](=[O:14])[N:10]([C:15]3[C:20]([F:21])=[CH:19][CH:18]=[CH:17][C:16]=3[F:22])[C:4]=2[N:5]=[C:6]([S:8][CH3:9])[N:7]=1.C1C=C(Cl)C=C(C(OO)=[O:31])C=1.CCCCCC.C(OCC)(=O)C. The catalyst is ClCCl. The product is [Cl:1][C:2]1[C:3]2[CH:13]=[CH:12][C:11](=[O:14])[N:10]([C:15]3[C:16]([F:22])=[CH:17][CH:18]=[CH:19][C:20]=3[F:21])[C:4]=2[N:5]=[C:6]([S:8]([CH3:9])=[O:31])[N:7]=1. The yield is 0.890. (3) The reactants are [CH3:1][C:2]1[O:6][N:5]=[C:4]([C:7]2[CH:12]=[CH:11][CH:10]=[CH:9][CH:8]=2)[C:3]=1[C:13]1[N:14]=[C:15]([CH2:27]O)[N:16]([C:18]2[CH:23]=[CH:22][C:21]([N+:24]([O-:26])=[O:25])=[CH:20][CH:19]=2)[CH:17]=1.C(N(CC)CC)C.CS([Cl:40])(=O)=O.C(=O)([O-])O.[Na+]. The product is [Cl:40][CH2:27][C:15]1[N:16]([C:18]2[CH:23]=[CH:22][C:21]([N+:24]([O-:26])=[O:25])=[CH:20][CH:19]=2)[CH:17]=[C:13]([C:3]2[C:4]([C:7]3[CH:12]=[CH:11][CH:10]=[CH:9][CH:8]=3)=[N:5][O:6][C:2]=2[CH3:1])[N:14]=1. The catalyst is C(Cl)Cl. The yield is 0.700. (4) The reactants are Cl[C:2]1[N:7]=[C:6]([CH3:8])[N:5]=[C:4]([NH2:9])[CH:3]=1.[Cl:10][C:11]1[CH:12]=[C:13](B(O)O)[C:14]([F:17])=[N:15][CH:16]=1.C([O-])(=O)C.[K+].C([O-])([O-])=O.[Na+].[Na+]. The catalyst is O1CCOCC1.CCO.O.C1C=CC([P]([Pd]([P](C2C=CC=CC=2)(C2C=CC=CC=2)C2C=CC=CC=2)([P](C2C=CC=CC=2)(C2C=CC=CC=2)C2C=CC=CC=2)[P](C2C=CC=CC=2)(C2C=CC=CC=2)C2C=CC=CC=2)(C2C=CC=CC=2)C2C=CC=CC=2)=CC=1. The product is [Cl:10][C:11]1[CH:12]=[C:13]([C:2]2[N:7]=[C:6]([CH3:8])[N:5]=[C:4]([NH2:9])[CH:3]=2)[C:14]([F:17])=[N:15][CH:16]=1. The yield is 0.680. (5) The reactants are [CH2:1]([O:8][C:9]([N:11]1[CH2:17][CH2:16][C:15](=[O:18])[N:14]([CH:19]([CH2:30][OH:31])[CH2:20][CH2:21][O:22][Si:23]([C:26]([CH3:29])([CH3:28])[CH3:27])([CH3:25])[CH3:24])[CH2:13][CH2:12]1)=[O:10])[C:2]1[CH:7]=[CH:6][CH:5]=[CH:4][CH:3]=1.[CH3:32]I.[H-].[Na+]. The catalyst is CN(C)C=O. The product is [CH2:1]([O:8][C:9]([N:11]1[CH2:17][CH2:16][C:15](=[O:18])[N:14]([CH:19]([CH2:30][O:31][CH3:32])[CH2:20][CH2:21][O:22][Si:23]([C:26]([CH3:28])([CH3:27])[CH3:29])([CH3:25])[CH3:24])[CH2:13][CH2:12]1)=[O:10])[C:2]1[CH:3]=[CH:4][CH:5]=[CH:6][CH:7]=1. The yield is 0.960. (6) The reactants are [O:1]=[C:2]1[CH2:10][C:9]2[C:4](=[CH:5][CH:6]=[C:7](/[CH:11]=[CH:12]/[C:13]([O:15]C(C)(C)C)=[O:14])[CH:8]=2)[NH:3]1.FC(F)(F)C(O)=O.C(Cl)[Cl:28]. No catalyst specified. The product is [ClH:28].[O:1]=[C:2]1[CH2:10][C:9]2[C:4](=[CH:5][CH:6]=[C:7](/[CH:11]=[CH:12]/[C:13]([OH:15])=[O:14])[CH:8]=2)[NH:3]1. The yield is 0.330.